Dataset: Reaction yield outcomes from USPTO patents with 853,638 reactions. Task: Predict the reaction yield, written as a fraction of the theoretical maximum amount of product (1.0 means a 100% yield; for example, 0.34 means a 34% yield). (1) The reactants are [Mg].II.Cl[CH2:5][CH2:6][CH2:7][CH2:8][O:9][CH3:10].[C:11]([O:15][C:16]([N:18]1[CH2:23][CH2:22][CH2:21][C@@H:20]([C:24](=[O:38])[C:25]2[CH:30]=[CH:29][CH:28]=[CH:27][C:26]=2[C:31]2[CH:36]=[CH:35][CH:34]=[CH:33][C:32]=2[Cl:37])[CH2:19]1)=[O:17])([CH3:14])([CH3:13])[CH3:12]. The catalyst is C1COCC1. The product is [Cl:37][C:32]1[CH:33]=[CH:34][CH:35]=[CH:36][C:31]=1[C:26]1[CH:27]=[CH:28][CH:29]=[CH:30][C:25]=1[C@:24]([C@@H:20]1[CH2:21][CH2:22][CH2:23][N:18]([C:16]([O:15][C:11]([CH3:14])([CH3:13])[CH3:12])=[O:17])[CH2:19]1)([OH:38])[CH2:5][CH2:6][CH2:7][CH2:8][O:9][CH3:10]. The yield is 0.470. (2) The reactants are [C:1]([O:5][C:6](=[O:40])[N:7]([C@H:9]([C:11](=[O:39])[NH:12][C@@H:13]1[C:19](=[O:20])[N:18]([CH2:21][C:22]2[C:31]3[C:26](=[CH:27][C:28]([Br:32])=[CH:29][CH:30]=3)[CH:25]=[CH:24][C:23]=2[O:33][CH3:34])[C:17]2[CH:35]=[CH:36][CH:37]=[CH:38][C:16]=2[NH:15][CH2:14]1)[CH3:10])[CH3:8])([CH3:4])([CH3:3])[CH3:2].Br[CH2:42][C:43]1[CH:50]=[CH:49][C:46]([C:47]#[N:48])=[CH:45][CH:44]=1.C([O-])([O-])=O.[Cs+].[Cs+].[Na+].[I-]. The catalyst is CN(C=O)C.CCOC(C)=O. The product is [Br:32][C:28]1[CH:27]=[C:26]2[C:31](=[CH:30][CH:29]=1)[C:22]([CH2:21][N:18]1[C:19](=[O:20])[C@@H:13]([NH:12][C:11](=[O:39])[C@@H:9]([N:7]([CH3:8])[C:6](=[O:40])[O:5][C:1]([CH3:2])([CH3:3])[CH3:4])[CH3:10])[CH2:14][N:15]([CH2:42][C:43]3[CH:50]=[CH:49][C:46]([C:47]#[N:48])=[CH:45][CH:44]=3)[C:16]3[CH:38]=[CH:37][CH:36]=[CH:35][C:17]1=3)=[C:23]([O:33][CH3:34])[CH:24]=[CH:25]2. The yield is 0.270. (3) The reactants are [F:1][C:2]1[CH:3]=[C:4]([C@@H:9]2[CH2:11][C@H:10]2[NH:12][C:13]2[C:14]3[N:25]=[N:24][N:23]([C@H:26]4[C@@H:30]5[O:31]C(C)(C)[O:33][C@@H:29]5[C@@H:28]([O:36][CH2:37][CH2:38][OH:39])[CH2:27]4)[C:15]=3[N:16]=[C:17]([S:19][CH2:20][CH2:21][CH3:22])[N:18]=2)[CH:5]=[CH:6][C:7]=1[F:8].Cl. The catalyst is CO. The product is [F:1][C:2]1[CH:3]=[C:4]([CH:9]2[CH2:11][CH:10]2[NH:12][C:13]2[C:14]3[N:25]=[N:24][N:23]([CH:26]4[CH2:27][CH:28]([O:36][CH2:37][CH2:38][OH:39])[CH:29]([OH:33])[CH:30]4[OH:31])[C:15]=3[N:16]=[C:17]([S:19][CH2:20][CH2:21][CH3:22])[N:18]=2)[CH:5]=[CH:6][C:7]=1[F:8]. The yield is 0.900. (4) The reactants are Cl.[F:2][C:3]1[CH:8]=[CH:7][C:6]([C:9]2[N:10]=[C:11]([CH:15]3[CH2:20][CH2:19][N:18]([C:21]4[N:26]=[CH:25][N:24]=[C:23]5[NH:27][N:28]=[CH:29][C:22]=45)[CH2:17][CH2:16]3)[N:12](C)[CH:13]=2)=[CH:5][C:4]=1[C:30]([F:33])([F:32])[F:31].[Cl:34][CH2:35]Cl. No catalyst specified. The product is [ClH:34].[F:2][C:3]1[CH:8]=[CH:7][C:6]([C:9]2[N:10]([CH3:35])[CH:11]([CH:15]3[CH2:16][CH2:17][N:18]([C:21]4[N:26]=[CH:25][N:24]=[C:23]5[NH:27][N:28]=[CH:29][C:22]=45)[CH2:19][CH2:20]3)[NH:12][CH:13]=2)=[CH:5][C:4]=1[C:30]([F:33])([F:32])[F:31]. The yield is 0.985. (5) The reactants are [Si]([C:5]#[CH:6])(C)(C)C.Br[C:8]1[CH:13]=[CH:12][C:11]([C:14]2([NH:18][C:19](=[O:25])[O:20][C:21]([CH3:24])([CH3:23])[CH3:22])[CH2:17][CH2:16][CH2:15]2)=[CH:10][CH:9]=1.C(NC(C)C)(C)C.C(=O)([O-])[O-].[K+].[K+]. The catalyst is O1CCOCC1.CO.CC(C)([P](C(C)(C)C)([Pd][P](C(C)(C)C)(C(C)(C)C)C(C)(C)C)C(C)(C)C)C.[Cu]I. The product is [C:5]([C:8]1[CH:13]=[CH:12][C:11]([C:14]2([NH:18][C:19](=[O:25])[O:20][C:21]([CH3:24])([CH3:23])[CH3:22])[CH2:17][CH2:16][CH2:15]2)=[CH:10][CH:9]=1)#[CH:6]. The yield is 0.980. (6) The reactants are Br[C:2]1[CH:3]=[C:4]([NH:10][C:11]2[CH:16]=[CH:15][C:14]([N:17]3[CH2:20][C:19]([OH:22])([CH3:21])[CH2:18]3)=[CH:13][N:12]=2)[C:5](=[O:9])[N:6]([CH3:8])[CH:7]=1.[C:23]([O:26][CH2:27][C:28]1[C:33](B2OC(C)(C)C(C)(C)O2)=[CH:32][CH:31]=[CH:30][C:29]=1[N:43]1[CH2:55][CH2:54][N:46]2[C:47]3[CH2:48][CH2:49][CH2:50][CH2:51][C:52]=3[CH:53]=[C:45]2[C:44]1=[O:56])(=[O:25])[CH3:24].[O-]P([O-])([O-])=O.[K+].[K+].[K+].CC([O-])=O.[Na+]. The catalyst is CC#N.O.C1C=CC(P(C2C=CC=CC=2)[C-]2C=CC=C2)=CC=1.C1C=CC(P(C2C=CC=CC=2)[C-]2C=CC=C2)=CC=1.Cl[Pd]Cl.[Fe+2]. The product is [C:23]([O:26][CH2:27][C:28]1[C:29]([N:43]2[CH2:55][CH2:54][N:46]3[C:47]4[CH2:48][CH2:49][CH2:50][CH2:51][C:52]=4[CH:53]=[C:45]3[C:44]2=[O:56])=[CH:30][CH:31]=[CH:32][C:33]=1[C:2]1[CH:3]=[C:4]([NH:10][C:11]2[CH:16]=[CH:15][C:14]([N:17]3[CH2:20][C:19]([OH:22])([CH3:21])[CH2:18]3)=[CH:13][N:12]=2)[C:5](=[O:9])[N:6]([CH3:8])[CH:7]=1)(=[O:25])[CH3:24]. The yield is 0.430. (7) The reactants are [CH:1]1[C:14]2[CH:13]=[C:12](B(O)O)[C:11]3[C:6](=[CH:7][CH:8]=[CH:9][CH:10]=3)[C:5]=2[CH:4]=[CH:3][CH:2]=1.[Br:18][C:19]1[CH:28]=[CH:27][C:26]2[C:21](=[CH:22][CH:23]=[C:24](Br)[CH:25]=2)[CH:20]=1.C(COC)OC.C(=O)([O-])[O-].[Na+].[Na+]. The catalyst is C1C=CC([P]([Pd]([P](C2C=CC=CC=2)(C2C=CC=CC=2)C2C=CC=CC=2)([P](C2C=CC=CC=2)(C2C=CC=CC=2)C2C=CC=CC=2)[P](C2C=CC=CC=2)(C2C=CC=CC=2)C2C=CC=CC=2)(C2C=CC=CC=2)C2C=CC=CC=2)=CC=1.O.C1(C)C=CC=CC=1. The product is [Br:18][C:19]1[CH:20]=[C:21]2[C:26](=[CH:27][CH:28]=1)[CH:25]=[C:24]([C:12]1[C:11]3[C:6]([C:5]4[CH:4]=[CH:3][CH:2]=[CH:1][C:14]=4[CH:13]=1)=[CH:7][CH:8]=[CH:9][CH:10]=3)[CH:23]=[CH:22]2. The yield is 0.430.